From a dataset of Reaction yield outcomes from USPTO patents with 853,638 reactions. Predict the reaction yield, written as a fraction of the theoretical maximum amount of product (1.0 means a 100% yield; for example, 0.34 means a 34% yield). (1) The reactants are [C:1]1([S:7][CH2:8][CH:9]([CH2:18][C:19]2[O:23][N:22]=[C:21]([CH2:24][CH2:25][CH2:26][CH2:27][NH:28][C:29]3[CH:34]=[CH:33][CH:32]=[CH:31][N:30]=3)[N:20]=2)[CH2:10][C:11]([O:13]C(C)(C)C)=[O:12])[CH:6]=[CH:5][CH:4]=[CH:3][CH:2]=1.[C:35]([OH:41])([C:37]([F:40])([F:39])[F:38])=[O:36]. The catalyst is ClCCl. The product is [F:38][C:37]([F:40])([F:39])[C:35]([OH:41])=[O:36].[C:1]1([S:7][CH2:8][CH:9]([CH2:18][C:19]2[O:23][N:22]=[C:21]([CH2:24][CH2:25][CH2:26][CH2:27][NH:28][C:29]3[CH:34]=[CH:33][CH:32]=[CH:31][N:30]=3)[N:20]=2)[CH2:10][C:11]([OH:13])=[O:12])[CH:6]=[CH:5][CH:4]=[CH:3][CH:2]=1. The yield is 0.990. (2) The reactants are [F:1][C:2]1[CH:3]=[CH:4][CH:5]=[C:6]2[C:10]=1[NH:9][C:8](=[O:11])[C:7]2([CH3:13])[CH3:12].[H-].[Na+].[F:16][C:17]1[CH:18]=[C:19]([C@H:24]2[O:26][C@@H:25]2[CH2:27][OH:28])[CH:20]=[C:21]([F:23])[CH:22]=1.[Na].N1C2C(=CC=CC=2)CC1=O. The catalyst is CN(C)C=O.CC(C)[O-].[Ti+4].CC(C)[O-].CC(C)[O-].CC(C)[O-]. The product is [F:1][C:2]1[CH:3]=[CH:4][CH:5]=[C:6]2[C:10]=1[N:9]([C@@H:24]([C:19]1[CH:20]=[C:21]([F:23])[CH:22]=[C:17]([F:16])[CH:18]=1)[C@H:25]([OH:26])[CH2:27][OH:28])[C:8](=[O:11])[C:7]2([CH3:13])[CH3:12]. The yield is 0.910. (3) The reactants are [F:1][C:2]1([F:15])[CH2:7][CH2:6][CH:5](/[CH:8]=[CH:9]/[C:10]([O:12][CH2:13][CH3:14])=[O:11])[CH2:4][CH2:3]1.[H][H]. The catalyst is C(O)C.[Pd]. The product is [F:1][C:2]1([F:15])[CH2:3][CH2:4][CH:5]([CH2:8][CH2:9][C:10]([O:12][CH2:13][CH3:14])=[O:11])[CH2:6][CH2:7]1. The yield is 0.990. (4) The reactants are Br[CH2:2][C:3]1[CH:8]=[CH:7][CH:6]=[C:5]([Cl:9])[C:4]=1[C:10]([F:17])([F:16])[C:11]([O:13][CH2:14][CH3:15])=[O:12].[N-:18]=[N+:19]=[N-:20].[Na+]. The catalyst is CN(C=O)C.CCOC(C)=O. The product is [N:18]([CH2:2][C:3]1[CH:8]=[CH:7][CH:6]=[C:5]([Cl:9])[C:4]=1[C:10]([F:17])([F:16])[C:11]([O:13][CH2:14][CH3:15])=[O:12])=[N+:19]=[N-:20]. The yield is 0.810. (5) The catalyst is CN(C=O)C.O. The reactants are [H-].[Na+].[CH3:3][N:4]1[C:12]2[C:7](=[CH:8][CH:9]=[C:10]([OH:13])[CH:11]=2)[CH:6]=[N:5]1.Br[CH2:15][C:16]([O:18]CC)=[O:17]. The product is [CH3:3][N:4]1[C:12]2[C:7](=[CH:8][CH:9]=[C:10]([O:13][CH2:15][C:16]([OH:18])=[O:17])[CH:11]=2)[CH:6]=[N:5]1. The yield is 0.634. (6) The reactants are [O:1]=[C:2]1[C:5]2([CH2:9][CH2:8][CH2:7][N:6]2[C:10]([O:12][CH2:13][C:14]2[CH:19]=[CH:18][CH:17]=[CH:16][CH:15]=2)=[O:11])[CH2:4][NH:3]1.C([O-])([O-])=O.[Cs+].[Cs+].Br[CH2:27][C:28]([O:30][CH2:31][CH3:32])=[O:29]. The catalyst is C(#N)C. The product is [CH2:31]([O:30][C:28](=[O:29])[CH2:27][N:3]1[CH2:4][C:5]2([CH2:9][CH2:8][CH2:7][N:6]2[C:10]([O:12][CH2:13][C:14]2[CH:19]=[CH:18][CH:17]=[CH:16][CH:15]=2)=[O:11])[C:2]1=[O:1])[CH3:32]. The yield is 0.750.